This data is from Full USPTO retrosynthesis dataset with 1.9M reactions from patents (1976-2016). The task is: Predict the reactants needed to synthesize the given product. (1) Given the product [F:18][C:19]1[C:20]([C:4]2[C:3]3[C:7](=[CH:8][CH:9]=[CH:10][C:2]=3[F:1])[NH:6][N:5]=2)=[CH:21][C:22]([O:29][CH3:30])=[C:23]([CH:28]=1)[C:24]([O:26][CH3:27])=[O:25], predict the reactants needed to synthesize it. The reactants are: [F:1][C:2]1[CH:10]=[CH:9][CH:8]=[C:7]2[C:3]=1[C:4](I)=[N:5][N:6]2C1CCCCO1.[F:18][C:19]1[C:20](B2OC(C)(C)C(C)(C)O2)=[CH:21][C:22]([O:29][CH3:30])=[C:23]([CH:28]=1)[C:24]([O:26][CH3:27])=[O:25].C([O-])([O-])=O.[Na+].[Na+]. (2) Given the product [ClH:12].[F:1][CH2:2][S:3]([C:6]1[CH:11]=[CH:10][C:9]([NH:13][NH2:14])=[CH:8][CH:7]=1)(=[O:5])=[O:4], predict the reactants needed to synthesize it. The reactants are: [F:1][CH2:2][S:3]([C:6]1[CH:11]=[CH:10][C:9]([Cl:12])=[CH:8][CH:7]=1)(=[O:5])=[O:4].[NH2:13][NH2:14].O.CO. (3) Given the product [CH3:51][S:52]([O-:55])(=[O:54])=[O:53].[F:50][CH:48]1[CH2:47][NH+:46]([CH2:45][C:11]2[N:6]3[C:7]4[CH:8]=[CH:9][CH:10]=[C:2]([F:1])[C:3]=4[CH:4]=[C:5]3[C:14]3[N:15]=[C:16]([C:19]4[C:20]([N:39]([CH3:44])[S:40]([CH3:43])(=[O:41])=[O:42])=[CH:21][C:22]5[O:26][C:25]([C:27]6[CH:28]=[CH:29][C:30]([F:33])=[CH:31][CH:32]=6)=[C:24]([C:34](=[O:35])[NH:36][CH3:37])[C:23]=5[CH:38]=4)[CH:17]=[CH:18][C:13]=3[N:12]=2)[CH2:49]1, predict the reactants needed to synthesize it. The reactants are: [F:1][C:2]1[C:3]2[CH:4]=[C:5]3[C:14]4[N:15]=[C:16]([C:19]5[C:20]([N:39]([CH3:44])[S:40]([CH3:43])(=[O:42])=[O:41])=[CH:21][C:22]6[O:26][C:25]([C:27]7[CH:32]=[CH:31][C:30]([F:33])=[CH:29][CH:28]=7)=[C:24]([C:34]([NH:36][CH3:37])=[O:35])[C:23]=6[CH:38]=5)[CH:17]=[CH:18][C:13]=4[N:12]=[C:11]([CH2:45][N:46]4[CH2:49][CH:48]([F:50])[CH2:47]4)[N:6]3[C:7]=2[CH:8]=[CH:9][CH:10]=1.[CH3:51][S:52]([OH:55])(=[O:54])=[O:53].C(OCC)C. (4) Given the product [F:1][CH2:2][C:3]1[CH:11]=[CH:10][C:6]([C:7]([Cl:19])=[O:8])=[CH:5][CH:4]=1, predict the reactants needed to synthesize it. The reactants are: [F:1][CH2:2][C:3]1[CH:11]=[CH:10][C:6]([C:7](O)=[O:8])=[CH:5][CH:4]=1.CN(C)C=O.S(Cl)([Cl:19])=O. (5) Given the product [CH3:18][O:17][C:8]1[CH:9]=[C:10]([CH:15]=[CH:16][C:7]=1[NH:6][C:4](=[O:5])[CH2:3]/[N:2]=[CH:30]/[CH2:29][C@H:28]([CH3:32])[C:27]([F:34])([F:33])[F:26])[C:11]([O:13][CH3:14])=[O:12], predict the reactants needed to synthesize it. The reactants are: Cl.[NH2:2][CH2:3][C:4]([NH:6][C:7]1[CH:16]=[CH:15][C:10]([C:11]([O:13][CH3:14])=[O:12])=[CH:9][C:8]=1[O:17][CH3:18])=[O:5].C(N(CC)CC)C.[F:26][C:27]([F:34])([F:33])[C@@H:28]([CH3:32])[CH2:29][CH:30]=O. (6) Given the product [CH:1]1([N:7]2[C:10](=[O:11])[CH2:9][S:18]/[C:17]/2=[N:16]\[CH:13]([CH3:15])[CH3:14])[CH2:6][CH2:5][CH2:4][CH2:3][CH2:2]1, predict the reactants needed to synthesize it. The reactants are: [CH:1]1([NH2:7])[CH2:6][CH2:5][CH2:4][CH2:3][CH2:2]1.Cl[CH2:9][C:10](Cl)=[O:11].[CH:13]([N:16]=[C:17]=[S:18])([CH3:15])[CH3:14]. (7) Given the product [F:17][C:14]1[CH:15]=[CH:16][C:11]([C@@H:9]([NH:8][C:6]2[N:5]=[C:4]([N:18]3[CH2:23][CH2:22][C:21]([CH2:25][OH:26])([OH:24])[CH2:20][CH2:19]3)[CH:3]=[C:2]([NH:27][C:28]3[CH:33]=[N:32][CH:31]=[CH:30][N:29]=3)[N:7]=2)[CH3:10])=[CH:12][CH:13]=1, predict the reactants needed to synthesize it. The reactants are: Cl[C:2]1[N:7]=[C:6]([NH:8][C@H:9]([C:11]2[CH:16]=[CH:15][C:14]([F:17])=[CH:13][CH:12]=2)[CH3:10])[N:5]=[C:4]([N:18]2[CH2:23][CH2:22][C:21]([CH2:25][OH:26])([OH:24])[CH2:20][CH2:19]2)[CH:3]=1.[NH2:27][C:28]1[CH:33]=[N:32][CH:31]=[CH:30][N:29]=1.C1(P(C2CCCCC2)C2C=CC=CC=2C2C(C(C)C)=CC(C(C)C)=CC=2C(C)C)CCCCC1.C1(C)C=CC=CC=1. (8) The reactants are: Br[C:2]1[CH:3]=[N:4][CH:5]=[C:6]([O:8][CH2:9][C@H:10]2[CH2:14][CH2:13][CH2:12][N:11]2[C:15]([O:17][C:18]([CH3:21])([CH3:20])[CH3:19])=[O:16])[CH:7]=1.[C:22]1([CH2:28][CH2:29][O:30][CH2:31][CH2:32][CH:33]2[CH2:38][CH2:37][NH:36][CH2:35][CH2:34]2)[CH:27]=[CH:26][CH:25]=[CH:24][CH:23]=1.CC(C)([O-])C.[Na+].C1(P(C2C=CC=CC=2)C2C3OC4C(=CC=CC=4P(C4C=CC=CC=4)C4C=CC=CC=4)C(C)(C)C=3C=CC=2)C=CC=CC=1. Given the product [C:18]([O:17][C:15]([N:11]1[CH2:12][CH2:13][CH2:14][C@H:10]1[CH2:9][O:8][C:6]1[CH:5]=[N:4][CH:3]=[C:2]([N:36]2[CH2:35][CH2:34][CH:33]([CH2:32][CH2:31][O:30][CH2:29][CH2:28][C:22]3[CH:23]=[CH:24][CH:25]=[CH:26][CH:27]=3)[CH2:38][CH2:37]2)[CH:7]=1)=[O:16])([CH3:21])([CH3:20])[CH3:19], predict the reactants needed to synthesize it. (9) Given the product [C:3]1([CH2:9][CH2:10][CH2:11][OH:12])[CH:8]=[CH:7][CH:6]=[CH:5][CH:4]=1, predict the reactants needed to synthesize it. The reactants are: [H][H].[C:3]1([C:9]#[C:10][CH2:11][OH:12])[CH:8]=[CH:7][CH:6]=[CH:5][CH:4]=1. (10) Given the product [C:15]1([S:21][C:3]2[C:4](=[O:5])[NH:6][C:7](=[O:8])[C:2]=2[S:21][C:15]2[CH:20]=[CH:19][CH:18]=[CH:17][CH:16]=2)[CH:20]=[CH:19][CH:18]=[CH:17][CH:16]=1, predict the reactants needed to synthesize it. The reactants are: Br[C:2]1[C:7](=[O:8])[NH:6][C:4](=[O:5])[C:3]=1Br.C(=O)([O-])O.[Na+].[C:15]1([SH:21])[CH:20]=[CH:19][CH:18]=[CH:17][CH:16]=1.